Dataset: NCI-60 drug combinations with 297,098 pairs across 59 cell lines. Task: Regression. Given two drug SMILES strings and cell line genomic features, predict the synergy score measuring deviation from expected non-interaction effect. (1) Drug 1: C1=CC(=CC=C1CCCC(=O)O)N(CCCl)CCCl. Drug 2: CC1CCCC2(C(O2)CC(NC(=O)CC(C(C(=O)C(C1O)C)(C)C)O)C(=CC3=CSC(=N3)C)C)C. Cell line: HT29. Synergy scores: CSS=9.15, Synergy_ZIP=-5.10, Synergy_Bliss=-2.79, Synergy_Loewe=-5.76, Synergy_HSA=-3.05. (2) Drug 1: C1CCC(CC1)NC(=O)N(CCCl)N=O. Drug 2: CC1=C(C(=O)C2=C(C1=O)N3CC4C(C3(C2COC(=O)N)OC)N4)N. Cell line: SR. Synergy scores: CSS=65.3, Synergy_ZIP=-2.56, Synergy_Bliss=-3.60, Synergy_Loewe=-3.76, Synergy_HSA=-1.12. (3) Drug 2: CCCCC(=O)OCC(=O)C1(CC(C2=C(C1)C(=C3C(=C2O)C(=O)C4=C(C3=O)C=CC=C4OC)O)OC5CC(C(C(O5)C)O)NC(=O)C(F)(F)F)O. Synergy scores: CSS=1.41, Synergy_ZIP=1.93, Synergy_Bliss=3.57, Synergy_Loewe=2.50, Synergy_HSA=0.704. Drug 1: CC1=C(C=C(C=C1)NC2=NC=CC(=N2)N(C)C3=CC4=NN(C(=C4C=C3)C)C)S(=O)(=O)N.Cl. Cell line: MCF7. (4) Drug 1: CC1=CC=C(C=C1)C2=CC(=NN2C3=CC=C(C=C3)S(=O)(=O)N)C(F)(F)F. Drug 2: C#CCC(CC1=CN=C2C(=N1)C(=NC(=N2)N)N)C3=CC=C(C=C3)C(=O)NC(CCC(=O)O)C(=O)O. Cell line: HS 578T. Synergy scores: CSS=50.5, Synergy_ZIP=4.66, Synergy_Bliss=0.450, Synergy_Loewe=-22.1, Synergy_HSA=-2.07. (5) Drug 1: C1=CC(=CC=C1CCCC(=O)O)N(CCCl)CCCl. Drug 2: C1CN(P(=O)(OC1)NCCCl)CCCl. Cell line: DU-145. Synergy scores: CSS=22.7, Synergy_ZIP=-9.90, Synergy_Bliss=-10.6, Synergy_Loewe=-29.8, Synergy_HSA=-11.2.